Dataset: NCI-60 drug combinations with 297,098 pairs across 59 cell lines. Task: Regression. Given two drug SMILES strings and cell line genomic features, predict the synergy score measuring deviation from expected non-interaction effect. (1) Drug 1: CN(CC1=CN=C2C(=N1)C(=NC(=N2)N)N)C3=CC=C(C=C3)C(=O)NC(CCC(=O)O)C(=O)O. Synergy scores: CSS=19.3, Synergy_ZIP=1.15, Synergy_Bliss=5.69, Synergy_Loewe=1.73, Synergy_HSA=3.26. Cell line: HOP-62. Drug 2: CC1=C(C=C(C=C1)C(=O)NC2=CC(=CC(=C2)C(F)(F)F)N3C=C(N=C3)C)NC4=NC=CC(=N4)C5=CN=CC=C5. (2) Drug 2: C1CNP(=O)(OC1)N(CCCl)CCCl. Synergy scores: CSS=9.78, Synergy_ZIP=-3.47, Synergy_Bliss=-1.29, Synergy_Loewe=-18.8, Synergy_HSA=-3.49. Drug 1: CN1CCC(CC1)COC2=C(C=C3C(=C2)N=CN=C3NC4=C(C=C(C=C4)Br)F)OC. Cell line: SN12C.